From a dataset of Full USPTO retrosynthesis dataset with 1.9M reactions from patents (1976-2016). Predict the reactants needed to synthesize the given product. (1) Given the product [CH3:1][CH2:2][NH:3][C:4]([C@H:6]1[N:10]([C:11]([C@@H:13]([NH:21][C:22]([C@@H:24]([NH:29][C:30]([C@H:32]([NH:37][C:38]([C@@H:40]([NH:49][C:50]([C@@H:52]([NH:55][C:56]([C@@H:58]([NH:69][C:70]([C@@H:72]([NH:79][C:80]([C@H:82]2[NH:87][C:85](=[O:86])[CH2:84][CH2:83]2)=[O:81])[CH2:73][C:74]2[NH:78][CH:77]=[N:76][CH:75]=2)=[O:71])[CH2:59][C:60]2[C:64]3[C:63](=[CH:68][CH:67]=[CH:66][CH:65]=3)[NH:62][CH:61]=2)=[O:57])[CH2:53][OH:54])=[O:51])[CH2:41][C:42]2[CH:43]=[CH:44][C:45]([OH:48])=[CH:46][CH:47]=2)=[O:39])[CH2:33][CH:34]([CH3:36])[CH3:35])=[O:31])[CH2:25][CH:26]([CH3:28])[CH3:27])=[O:23])[CH2:14][CH2:15][CH2:16][N:17]=[C:18]([NH2:20])[NH2:19])=[O:12])[CH2:9][CH2:8][CH2:7]1)=[O:5].[CH3:92][S:93]([OH:96])(=[O:95])=[O:94], predict the reactants needed to synthesize it. The reactants are: [CH3:1][CH2:2][NH:3][C:4]([C@H:6]1[N:10]([C:11]([C@@H:13]([NH:21][C:22]([C@@H:24]([NH:29][C:30]([C@H:32]([NH:37][C:38]([C@@H:40]([NH:49][C:50]([C@@H:52]([NH:55][C:56]([C@@H:58]([NH:69][C:70]([C@@H:72]([NH:79][C:80]([C@H:82]2[NH:87][C:85](=[O:86])[CH2:84][CH2:83]2)=[O:81])[CH2:73][C:74]2[N:78]=[CH:77][NH:76][CH:75]=2)=[O:71])[CH2:59][C:60]2[C:64]3[CH:65]=[CH:66][CH:67]=[CH:68][C:63]=3[NH:62][CH:61]=2)=[O:57])[CH2:53][OH:54])=[O:51])[CH2:41][C:42]2[CH:43]=[CH:44][C:45]([OH:48])=[CH:46][CH:47]=2)=[O:39])[CH2:33][CH:34]([CH3:36])[CH3:35])=[O:31])[CH2:25][CH:26]([CH3:28])[CH3:27])=[O:23])[CH2:14][CH2:15][CH2:16][NH:17][C:18]([NH2:20])=[NH:19])=[O:12])[CH2:9][CH2:8][CH2:7]1)=[O:5].CC(O)=O.[CH3:92][S:93]([OH:96])(=[O:95])=[O:94]. (2) Given the product [C:1]([O:5][C:6](=[O:37])[N:7]([CH2:18][CH2:19][C:20]([N:22]1[CH2:23][CH2:24][C:25]2[CH:32]=[C:31]([O:33][CH3:34])[C:30]([O:35][CH3:36])=[CH:29][C:26]=2[CH2:27][CH2:28]1)=[O:21])[CH2:8][CH:9]1[CH2:16][C:15]2[C:10]1=[CH:11][CH:12]=[C:13]([O:17][CH:50]([CH3:52])[CH3:51])[CH:14]=2)([CH3:3])([CH3:4])[CH3:2], predict the reactants needed to synthesize it. The reactants are: [C:1]([O:5][C:6](=[O:37])[N:7]([CH2:18][CH2:19][C:20]([N:22]1[CH2:28][CH2:27][C:26]2[CH:29]=[C:30]([O:35][CH3:36])[C:31]([O:33][CH3:34])=[CH:32][C:25]=2[CH2:24][CH2:23]1)=[O:21])[CH2:8][CH:9]1[CH2:16][C:15]2[C:10]1=[CH:11][CH:12]=[C:13]([OH:17])[CH:14]=2)([CH3:4])([CH3:3])[CH3:2].C(=O)([O-])[O-].[K+].[K+].C(=O)([O-])[O-].[Cs+].[Cs+].[CH:50](I)([CH3:52])[CH3:51]. (3) Given the product [CH3:20][O:21][C:22]1[CH:28]=[CH:27][C:25]([NH:26][C:2]2[N:3]=[CH:4][C:5]3[CH2:11][N:10]([C:12]([C:14]4[CH:15]=[N:16][CH:17]=[CH:18][CH:19]=4)=[O:13])[CH2:9][CH2:8][C:6]=3[N:7]=2)=[CH:24][CH:23]=1, predict the reactants needed to synthesize it. The reactants are: Cl[C:2]1[N:3]=[CH:4][C:5]2[CH2:11][N:10]([C:12]([C:14]3[CH:15]=[N:16][CH:17]=[CH:18][CH:19]=3)=[O:13])[CH2:9][CH2:8][C:6]=2[N:7]=1.[CH3:20][O:21][C:22]1[CH:28]=[CH:27][C:25]([NH2:26])=[CH:24][CH:23]=1.CCOC(C)=O. (4) The reactants are: [C:1]([N:4]1[CH2:8][CH2:7][C:6]2([C:16]3[C:11](=[CH:12][CH:13]=[C:14]([S:17][CH:18]4[CH2:22][CH2:21][CH2:20][CH2:19]4)[CH:15]=3)[N:10](C(=O)C(F)(F)F)[CH2:9]2)[CH2:5]1)(=[O:3])[CH3:2].C(=O)([O-])[OH:30].[Na+].ClC1C=CC=C(C(OO)=O)C=1.[OH2:45]. Given the product [CH:18]1([S:17]([C:14]2[CH:15]=[C:16]3[C:6]4([CH2:7][CH2:8][N:4]([C:1](=[O:3])[CH3:2])[CH2:5]4)[CH2:9][NH:10][C:11]3=[CH:12][CH:13]=2)(=[O:30])=[O:45])[CH2:22][CH2:21][CH2:20][CH2:19]1, predict the reactants needed to synthesize it.